This data is from Reaction yield outcomes from USPTO patents with 853,638 reactions. The task is: Predict the reaction yield, written as a fraction of the theoretical maximum amount of product (1.0 means a 100% yield; for example, 0.34 means a 34% yield). (1) The reactants are [S:1]([Cl:5])(=O)(=[O:3])[OH:2].[CH3:6][C:7]1[CH:8]=[C:9]([O:14][CH3:15])[CH:10]=[C:11]([CH3:13])[CH:12]=1.O. The catalyst is ClCCl. The product is [CH3:15][O:14][C:9]1[CH:10]=[C:11]([CH3:13])[C:12]([S:1]([Cl:5])(=[O:3])=[O:2])=[C:7]([CH3:6])[CH:8]=1. The yield is 0.820. (2) The reactants are Cl.[F:2][C:3]1[CH:8]=[CH:7][C:6](/[CH:9]=[CH:10]/[C:11]2[CH:16]=[CH:15][C:14]([S:17]([C:20]3[CH:21]=[C:22]([NH2:26])[CH:23]=[CH:24][CH:25]=3)(=[O:19])=[O:18])=[CH:13][CH:12]=2)=[CH:5][CH:4]=1.C(N(CC)CC)C.[CH2:34]([N:36]=[C:37]=[O:38])[CH3:35]. The catalyst is O1CCCC1. The product is [CH2:34]([NH:36][C:37]([NH:26][C:22]1[CH:23]=[CH:24][CH:25]=[C:20]([S:17]([C:14]2[CH:13]=[CH:12][C:11](/[CH:10]=[CH:9]/[C:6]3[CH:5]=[CH:4][C:3]([F:2])=[CH:8][CH:7]=3)=[CH:16][CH:15]=2)(=[O:19])=[O:18])[CH:21]=1)=[O:38])[CH3:35]. The yield is 0.240. (3) The reactants are Cl[CH2:2][CH2:3][CH2:4][CH2:5][CH2:6][CH2:7][CH2:8][CH3:9].[Cl:10][SiH:11]([Cl:13])[Cl:12]. The catalyst is [Cl-].C([P+](CCCC)(CCCC)CCCC)CCC. The product is [CH2:2]([Si:11]([Cl:13])([Cl:12])[Cl:10])[CH2:3][CH2:4][CH2:5][CH2:6][CH2:7][CH2:8][CH3:9]. The yield is 0.850. (4) The reactants are [Cl:1][C:2]1[N:7]=[C:6]([C:8]2[S:12][C:11]([CH:13]([CH3:15])[CH3:14])=[N:10][C:9]=2[C:16]2[C:17]([F:23])=[C:18]([CH:20]=[CH:21][CH:22]=2)[NH2:19])[CH:5]=[CH:4][N:3]=1.[S:24]1[CH:28]=[CH:27][N:26]=[C:25]1[S:29](Cl)(=[O:31])=[O:30]. No catalyst specified. The product is [Cl:1][C:2]1[N:7]=[C:6]([C:8]2[S:12][C:11]([CH:13]([CH3:15])[CH3:14])=[N:10][C:9]=2[C:16]2[C:17]([F:23])=[C:18]([NH:19][S:29]([C:25]3[S:24][CH:28]=[CH:27][N:26]=3)(=[O:31])=[O:30])[CH:20]=[CH:21][CH:22]=2)[CH:5]=[CH:4][N:3]=1. The yield is 0.300. (5) The reactants are [CH2:1]=[CH:2][CH2:3][CH:4]([OH:6])C.[C:7](N1C=CN=C1)(N1C=CN=C1)=[O:8].Cl.[CH3:20][O:21][C:22](=[O:29])[C@H:23]([CH2:25][CH2:26][CH2:27][CH3:28])[NH2:24].[CH3:30]N(C=O)C. The catalyst is CCOCC. The product is [CH2:4]([O:6][C:7]([NH:24][C@H:23]([C:22]([O:21][CH3:20])=[O:29])[CH2:25][CH2:26][CH2:27][CH3:28])=[O:8])[CH2:3][CH2:2][CH:1]=[CH2:30]. The yield is 0.740.